The task is: Predict which catalyst facilitates the given reaction.. This data is from Catalyst prediction with 721,799 reactions and 888 catalyst types from USPTO. (1) Reactant: [Cl:1][C:2]1[N:7]=[C:6]([N:8]([CH2:13][CH2:14][CH3:15])[S:9]([CH3:12])(=[O:11])=[O:10])[CH:5]=[C:4]([CH2:16]O)[CH:3]=1.C(Br)(Br)(Br)[Br:19].C1(P(C2C=CC=CC=2)C2C=CC=CC=2)C=CC=CC=1. Product: [Br:19][CH2:16][C:4]1[CH:3]=[C:2]([Cl:1])[N:7]=[C:6]([N:8]([CH2:13][CH2:14][CH3:15])[S:9]([CH3:12])(=[O:11])=[O:10])[CH:5]=1. The catalyst class is: 4. (2) Reactant: [Cl:1][C:2]1[CH:9]=[C:8]([C:10]([F:13])([F:12])[F:11])[CH:7]=[CH:6][C:3]=1[CH2:4][NH2:5].ClC(Cl)(O[C:18](=[O:24])[O:19][C:20](Cl)(Cl)Cl)Cl.[N-:26]=[C:27]=[O:28]. Product: [Cl:1][C:2]1[CH:9]=[C:8]([C:10]([F:11])([F:12])[F:13])[CH:7]=[CH:6][C:3]=1[CH2:4][NH:5][C:27]([NH:26][C:3]1[C:4]2[NH:5][C:18](=[O:24])[O:19][C:20]=2[CH:8]=[CH:9][CH:2]=1)=[O:28]. The catalyst class is: 329. (3) Reactant: Br[C:2]1[CH:7]=[CH:6][C:5]([Br:8])=[CH:4][CH:3]=1.[CH2:9](Br)[CH:10]=[CH2:11].Cl. Product: [CH2:11]([C:2]1[CH:7]=[CH:6][C:5]([Br:8])=[CH:4][CH:3]=1)[CH:10]=[CH2:9]. The catalyst class is: 116. (4) Reactant: C([Li])CCC.Br[C:7]1[C:8]([O:14][CH3:15])=[N:9][CH:10]=[C:11]([F:13])[CH:12]=1.C([O:19][B:20](OC(C)C)[O:21]C(C)C)(C)C.Cl.[OH-].[Na+]. Product: [F:13][C:11]1[CH:12]=[C:7]([B:20]([OH:21])[OH:19])[C:8]([O:14][CH3:15])=[N:9][CH:10]=1. The catalyst class is: 7. (5) Reactant: C(O)(C(F)(F)F)=O.CC1(C)C(C)(C)[O:12][B:11]([C:16]2[CH:31]=[C:30]([C:32]([F:35])([F:34])[F:33])[CH:29]=[CH:28][C:17]=2[O:18][C@@H:19]([CH3:27])[C:20]([O:22]C(C)(C)C)=[O:21])[O:10]1. Product: [B:11]([C:16]1[CH:31]=[C:30]([C:32]([F:33])([F:34])[F:35])[CH:29]=[CH:28][C:17]=1[O:18][C@@H:19]([CH3:27])[C:20]([OH:22])=[O:21])([OH:12])[OH:10]. The catalyst class is: 2.